This data is from Forward reaction prediction with 1.9M reactions from USPTO patents (1976-2016). The task is: Predict the product of the given reaction. (1) Given the reactants [CH2:1]([N:3]([C:29](=O)[C:30]1[CH:35]=[CH:34][C:33]([OH:36])=[CH:32][CH:31]=1)[C:4]1[CH:9]=[C:8]([O:10][CH3:11])[CH:7]=[CH:6][C:5]=1[C@H:12]1[CH2:21][CH2:20][C:19]2[CH:18]=[C:17]([O:22]C(=O)C(C)(C)C)[CH:16]=[CH:15][C:14]=2[CH2:13]1)[CH3:2].Cl[CH2:39][C:40]([N:42]1[CH2:46][CH2:45][CH2:44][CH2:43]1)=O, predict the reaction product. The product is: [CH2:1]([N:3]([CH2:29][C:30]1[CH:31]=[CH:32][C:33]([O:36][CH2:39][CH2:40][N:42]2[CH2:46][CH2:45][CH2:44][CH2:43]2)=[CH:34][CH:35]=1)[C:4]1[CH:9]=[C:8]([O:10][CH3:11])[CH:7]=[CH:6][C:5]=1[C@H:12]1[CH2:21][CH2:20][C:19]2[CH:18]=[C:17]([OH:22])[CH:16]=[CH:15][C:14]=2[CH2:13]1)[CH3:2]. (2) Given the reactants [CH2:1]([O:3][C:4]([C:6]1[S:7][C:8]([CH2:20][CH3:21])=[C:9]([C:18]#[N:19])[C:10]=1[C:11]1[CH:16]=[CH:15][C:14]([OH:17])=[CH:13][CH:12]=1)=[O:5])[CH3:2].ClCCl.N1C=CC=CC=1.[F:31][C:32]([F:45])([F:44])[S:33](O[S:33]([C:32]([F:45])([F:44])[F:31])(=[O:35])=[O:34])(=[O:35])=[O:34], predict the reaction product. The product is: [CH2:1]([O:3][C:4]([C:6]1[S:7][C:8]([CH2:20][CH3:21])=[C:9]([C:18]#[N:19])[C:10]=1[C:11]1[CH:16]=[CH:15][C:14]([O:17][S:33]([C:32]([F:45])([F:44])[F:31])(=[O:35])=[O:34])=[CH:13][CH:12]=1)=[O:5])[CH3:2]. (3) Given the reactants [CH3:1][O:2][C:3]1[C:12]2[N:11]=[CH:10]O[C:8](=[O:13])[C:7]=2[CH:6]=[CH:5][CH:4]=1.[NH2:14][C:15]1[CH:16]=[C:17]([NH:22][C:23](=[O:29])[O:24][C:25]([CH3:28])([CH3:27])[CH3:26])[CH:18]=[CH:19][C:20]=1[CH3:21], predict the reaction product. The product is: [CH3:1][O:2][C:3]1[CH:4]=[CH:5][CH:6]=[C:7]2[C:12]=1[N:11]=[CH:10][N:14]([C:15]1[CH:16]=[C:17]([NH:22][C:23](=[O:29])[O:24][C:25]([CH3:27])([CH3:26])[CH3:28])[CH:18]=[CH:19][C:20]=1[CH3:21])[C:8]2=[O:13]. (4) Given the reactants ClC1C=CC(C(C2C=C[C:24]([O:27]C)=CC=2)C2C3C(=C(CSC)C=CC=3)NC=2)=CC=1.[Cl:29][C:30]1[CH:35]=[CH:34][C:33]([CH:36]([C:51]2[CH:56]=[CH:55][C:54](Cl)=[CH:53][CH:52]=2)[C:37]2[C:45]3[C:40](=[C:41]([CH2:46][S:47]([CH3:50])(=[O:49])=[O:48])[CH:42]=[CH:43][CH:44]=3)[NH:39][CH:38]=2)=[CH:32][CH:31]=1, predict the reaction product. The product is: [Cl:29][C:30]1[CH:35]=[CH:34][C:33]([CH:36]([C:51]2[CH:56]=[CH:55][C:54]([O:27][CH3:24])=[CH:53][CH:52]=2)[C:37]2[C:45]3[C:40](=[C:41]([CH2:46][S:47]([CH3:50])(=[O:49])=[O:48])[CH:42]=[CH:43][CH:44]=3)[NH:39][CH:38]=2)=[CH:32][CH:31]=1. (5) Given the reactants [CH2:1]([O:8][C@@H:9]1[C@@H:14]([O:15][CH2:16][C:17]2[CH:22]=[CH:21][CH:20]=[CH:19][CH:18]=2)[C@H:13]([O:23][CH2:24][C:25]2[CH:30]=[CH:29][CH:28]=[CH:27][CH:26]=2)[C@@H:12]([CH2:31][O:32][CH2:33][C:34]2[CH:39]=[CH:38][CH:37]=[CH:36][CH:35]=2)[O:11][C@H:10]1[N:40]1[C:48]2[C:43](=[C:44]([CH3:49])[CH:45]=[CH:46][CH:47]=2)[C:42]([CH2:50][C:51]2[CH:56]=[CH:55][C:54](/[CH:57]=[CH:58]/[C:59]([O:61]C)=[O:60])=[CH:53][CH:52]=2)=[CH:41]1)[C:2]1[CH:7]=[CH:6][CH:5]=[CH:4][CH:3]=1.CO.[OH-].[Na+].Cl, predict the reaction product. The product is: [CH2:1]([O:8][C@@H:9]1[C@@H:14]([O:15][CH2:16][C:17]2[CH:22]=[CH:21][CH:20]=[CH:19][CH:18]=2)[C@H:13]([O:23][CH2:24][C:25]2[CH:30]=[CH:29][CH:28]=[CH:27][CH:26]=2)[C@@H:12]([CH2:31][O:32][CH2:33][C:34]2[CH:39]=[CH:38][CH:37]=[CH:36][CH:35]=2)[O:11][C@H:10]1[N:40]1[C:48]2[C:43](=[C:44]([CH3:49])[CH:45]=[CH:46][CH:47]=2)[C:42]([CH2:50][C:51]2[CH:56]=[CH:55][C:54](/[CH:57]=[CH:58]/[C:59]([OH:61])=[O:60])=[CH:53][CH:52]=2)=[CH:41]1)[C:2]1[CH:3]=[CH:4][CH:5]=[CH:6][CH:7]=1. (6) The product is: [Cl:1][C:2]1[N:7]=[N:6][CH:5]=[C:4]([C:8]([OH:10])=[O:9])[CH:3]=1. Given the reactants [Cl:1][C:2]1[N:7]=[N:6][CH:5]=[C:4]([C:8]([O:10]C)=[O:9])[CH:3]=1.O.[OH-].[Li+].Cl, predict the reaction product. (7) The product is: [NH2:11][C:12]1[N:17]=[C:16]([Cl:18])[C:15]([CH2:19][C:20]2[CH:29]=[CH:28][C:23]([CH2:24][OH:25])=[CH:22][C:21]=2[F:30])=[C:14]([CH3:31])[N:13]=1. Given the reactants [H-].C([Al+]CC(C)C)C(C)C.[NH2:11][C:12]1[N:17]=[C:16]([Cl:18])[C:15]([CH2:19][C:20]2[CH:29]=[CH:28][C:23]([C:24](OC)=[O:25])=[CH:22][C:21]=2[F:30])=[C:14]([CH3:31])[N:13]=1, predict the reaction product.